This data is from Reaction yield outcomes from USPTO patents with 853,638 reactions. The task is: Predict the reaction yield, written as a fraction of the theoretical maximum amount of product (1.0 means a 100% yield; for example, 0.34 means a 34% yield). (1) The product is [CH3:23][O:22][C:20]([C:12]1[CH:11]=[N:10][C:9]([NH2:8])=[C:14]([O:15][CH2:16][CH:17]2[CH2:19][CH2:18]2)[N:13]=1)=[O:21]. The reactants are C(OC([N:8](C(OC(C)(C)C)=O)[C:9]1[N:10]=[CH:11][C:12]([C:20]([O:22][CH3:23])=[O:21])=[N:13][C:14]=1[O:15][CH2:16][CH:17]1[CH2:19][CH2:18]1)=O)(C)(C)C.O. The yield is 0.722. The catalyst is CO. (2) The reactants are [CH3:1][NH2:2].[C:3]([C:5]1[CH:10]=[CH:9][C:8]([S:11](Cl)(=[O:13])=[O:12])=[CH:7][CH:6]=1)#[N:4]. The catalyst is CN(C1C=CN=CC=1)C.ClCCl. The product is [C:3]([C:5]1[CH:10]=[CH:9][C:8]([S:11]([NH:2][CH3:1])(=[O:13])=[O:12])=[CH:7][CH:6]=1)#[N:4]. The yield is 0.970. (3) The reactants are CO[CH:3](OC)[C:4](=[N:7][OH:8])[C:5]#[N:6].[OH:11][CH2:12][CH2:13][NH:14][NH2:15].[ClH:16]. The catalyst is CO. The product is [ClH:16].[NH2:6][C:5]1[N:14]([CH2:13][CH2:12][OH:11])[N:15]=[CH:3][C:4]=1[N:7]=[O:8]. The yield is 0.938.